From a dataset of Full USPTO retrosynthesis dataset with 1.9M reactions from patents (1976-2016). Predict the reactants needed to synthesize the given product. (1) Given the product [F:1][C:2]1[CH:3]=[C:4]([CH:18]=[CH:19][C:20]=1[NH:21][C:22]([NH:24][C:25]1[CH:30]=[C:29]([CH3:31])[CH:28]=[CH:27][C:26]=1[F:32])=[O:23])[O:5][C:6]1[CH:11]=[CH:10][N:9]=[C:8]2[CH:12]=[C:13]([C:15]([N:69]3[CH2:68][CH2:67][N:66]([CH2:72][C:73]([O:75][CH2:76][CH3:77])=[O:74])[CH2:71][CH2:70]3)=[O:17])[S:14][C:7]=12, predict the reactants needed to synthesize it. The reactants are: [F:1][C:2]1[CH:3]=[C:4]([CH:18]=[CH:19][C:20]=1[NH:21][C:22]([NH:24][C:25]1[CH:30]=[C:29]([CH3:31])[CH:28]=[CH:27][C:26]=1[F:32])=[O:23])[O:5][C:6]1[CH:11]=[CH:10][N:9]=[C:8]2[CH:12]=[C:13]([C:15]([OH:17])=O)[S:14][C:7]=12.CN(C(ON1N=NC2C=CC=NC1=2)=[N+](C)C)C.F[P-](F)(F)(F)(F)F.C(N(CC)C(C)C)(C)C.[N:66]1([CH2:72][C:73]([O:75][CH2:76][CH3:77])=[O:74])[CH2:71][CH2:70][NH:69][CH2:68][CH2:67]1. (2) Given the product [Br:1][C:2]1[CH:3]=[CH:4][C:5]2[S:9](=[O:10])(=[O:11])[N:8]([CH2:19][CH:20]([O:25][CH3:26])[C:21]([NH:23][CH3:24])=[O:22])[CH:7]([CH3:12])[C:6]=2[CH:13]=1, predict the reactants needed to synthesize it. The reactants are: [Br:1][C:2]1[CH:3]=[CH:4][C:5]2[S:9](=[O:11])(=[O:10])[NH:8][CH:7]([CH3:12])[C:6]=2[CH:13]=1.CS(O[CH2:19][CH:20]([O:25][CH3:26])[C:21]([NH:23][CH3:24])=[O:22])(=O)=O.C([O-])([O-])=O.[K+].[K+]. (3) Given the product [CH3:42][N:34]([C:31]1[N:30]=[CH:29][C:28]([C:24]2[CH:23]=[C:22]([O:21][C:18]3[CH:19]=[N:20][C:15]([NH:14][C:9]([NH:5][C:3](=[O:4])[C:2]([CH3:7])([CH3:6])[CH3:1])=[O:10])=[CH:16][CH:17]=3)[CH:27]=[CH:26][N:25]=2)=[CH:33][CH:32]=1)[C:35](=[O:41])[O:36][C:37]([CH3:38])([CH3:39])[CH3:40], predict the reactants needed to synthesize it. The reactants are: [CH3:1][C:2]([CH3:7])([CH3:6])[C:3]([NH2:5])=[O:4].C(Cl)(=O)[C:9](Cl)=[O:10].[NH2:14][C:15]1[N:20]=[CH:19][C:18]([O:21][C:22]2[CH:27]=[CH:26][N:25]=[C:24]([C:28]3[CH:29]=[N:30][C:31]([N:34]([CH3:42])[C:35](=[O:41])[O:36][C:37]([CH3:40])([CH3:39])[CH3:38])=[CH:32][CH:33]=3)[CH:23]=2)=[CH:17][CH:16]=1.